Dataset: Catalyst prediction with 721,799 reactions and 888 catalyst types from USPTO. Task: Predict which catalyst facilitates the given reaction. (1) Reactant: [Br:1][C:2]1[CH:3]=[C:4]([CH2:14][N:15]2[C:19]([CH3:20])=[CH:18][C:17]([C:21]([NH:23][C:24]3[CH:29]=[CH:28][C:27]([CH:30]=O)=[CH:26][CH:25]=3)=[O:22])=[N:16]2)[C:5]2[O:9][C:8]([CH:10]([CH3:12])[CH3:11])=[CH:7][C:6]=2[CH:13]=1.[NH:32]1[CH2:37][CH2:36][CH:35]([OH:38])[CH2:34][CH2:33]1.C(O[BH-](OC(=O)C)OC(=O)C)(=O)C.[Na+].CCOC(C)=O.[Cl-:59].[Na+].O. Product: [ClH:59].[Br:1][C:2]1[CH:3]=[C:4]([CH2:14][N:15]2[C:19]([CH3:20])=[CH:18][C:17]([C:21]([NH:23][C:24]3[CH:29]=[CH:28][C:27]([CH2:30][N:32]4[CH2:37][CH2:36][CH:35]([OH:38])[CH2:34][CH2:33]4)=[CH:26][CH:25]=3)=[O:22])=[N:16]2)[C:5]2[O:9][C:8]([CH:10]([CH3:11])[CH3:12])=[CH:7][C:6]=2[CH:13]=1. The catalyst class is: 1. (2) Reactant: Br[C:2]1[CH:3]=[N:4][C:5]([N:8]2[CH2:12][C:11]([CH3:14])([CH3:13])[N:10]([CH2:15][CH3:16])[C:9]2=[O:17])=[N:6][CH:7]=1.[I-:18].[Na+].CN[C@@H]1CCCC[C@H]1NC. Product: [I:18][C:2]1[CH:3]=[N:4][C:5]([N:8]2[CH2:12][C:11]([CH3:14])([CH3:13])[N:10]([CH2:15][CH3:16])[C:9]2=[O:17])=[N:6][CH:7]=1. The catalyst class is: 185. (3) Reactant: Br[C:2]1[C:11]2[C:6](=[CH:7][CH:8]=[CH:9][CH:10]=2)[CH:5]=[CH:4][C:3]=1[CH:12]=[CH2:13].C([Li])CCC.CN(C)[CH:21]=[O:22].[Cl-].[NH4+]. Product: [CH:12]([C:3]1[CH:4]=[CH:5][C:6]2[C:11](=[CH:10][CH:9]=[CH:8][CH:7]=2)[C:2]=1[CH:21]=[O:22])=[CH2:13]. The catalyst class is: 7. (4) The catalyst class is: 3. Product: [Br:1][C:2]1[CH:3]=[CH:4][C:5]([F:27])=[C:6]([C@:8]([NH:9][CH2:15][C:16]2[CH:21]=[CH:20][C:19]([O:22][CH3:23])=[CH:18][C:17]=2[O:24][CH3:25])([CH3:26])[CH2:12][S:30][CH2:29][C:28]([O:32][CH2:33][CH3:34])=[O:31])[CH:7]=1. Reactant: [Br:1][C:2]1[CH:3]=[CH:4][C:5]([F:27])=[C:6]([C@:8]2([CH3:26])[CH2:12]OS(=O)(=O)[N:9]2[CH2:15][C:16]2[CH:21]=[CH:20][C:19]([O:22][CH3:23])=[CH:18][C:17]=2[O:24][CH3:25])[CH:7]=1.[C:28]([O:32][CH2:33][CH3:34])(=[O:31])[CH2:29][SH:30].CN(C)C(N(C)C)=N.